Task: Predict the reaction yield, written as a fraction of the theoretical maximum amount of product (1.0 means a 100% yield; for example, 0.34 means a 34% yield).. Dataset: Reaction yield outcomes from USPTO patents with 853,638 reactions (1) The reactants are [CH3:1][O:2][C:3]1[CH:8]=[CH:7][C:6]([NH2:9])=[CH:5][CH:4]=1.[CH2:10]([O:12][C:13]([C:15]1[CH:16]=[N:17][C:18]2[C:23]([C:24]=1Cl)=[CH:22][C:21]([Br:26])=[CH:20][CH:19]=2)=[O:14])[CH3:11]. The catalyst is O1CCOCC1. The product is [Br:26][C:21]1[CH:22]=[C:23]2[C:18](=[CH:19][CH:20]=1)[N:17]=[CH:16][C:15]([C:13]([O:12][CH2:10][CH3:11])=[O:14])=[C:24]2[NH:9][C:6]1[CH:7]=[CH:8][C:3]([O:2][CH3:1])=[CH:4][CH:5]=1. The yield is 1.00. (2) The reactants are [CH2:1]([O:3][C:4](=[O:18])/[CH:5]=[CH:6]/[C:7]1[CH:16]=[C:15]([Cl:17])[C:10]2[O:11][CH2:12][CH2:13][O:14][C:9]=2[CH:8]=1)[CH3:2].[Br-].[CH2:20]([S+]1CCCC1)[C:21]1[CH:26]=[CH:25][CH:24]=[CH:23][CH:22]=1. No catalyst specified. The product is [CH2:1]([O:3][C:4]([C@@H:5]1[C@H:20]([C:21]2[CH:26]=[CH:25][CH:24]=[CH:23][CH:22]=2)[C@H:6]1[C:7]1[CH:16]=[C:15]([Cl:17])[C:10]2[O:11][CH2:12][CH2:13][O:14][C:9]=2[CH:8]=1)=[O:18])[CH3:2]. The yield is 0.380. (3) The reactants are [F:1][C:2]1[CH:7]=[CH:6][CH:5]=[CH:4][C:3]=1[C:8]1([CH2:14][C:15]2[N:20]=[C:19]3[S:21][C:22]([NH:24][CH:25]([CH3:27])[CH3:26])=[N:23][C:18]3=[CH:17][CH:16]=2)SCCCS1.CC(C)=[O:30].CC1C=CC(S(O)(=O)=O)=CC=1.O. The catalyst is CO.O.Cl[Hg]Cl. The product is [F:1][C:2]1[CH:7]=[CH:6][CH:5]=[CH:4][C:3]=1[C:8](=[O:30])[CH2:14][C:15]1[N:20]=[C:19]2[S:21][C:22]([NH:24][CH:25]([CH3:27])[CH3:26])=[N:23][C:18]2=[CH:17][CH:16]=1. The yield is 0.420. (4) The reactants are O[C:2]1[CH:3]=[C:4]([NH:8][C:9]2[N:14]=[C:13]([NH:15][C:16]3[CH:21]=[CH:20][CH:19]=[C:18](O)[CH:17]=3)[C:12]([F:23])=[CH:11][N:10]=2)[CH:5]=[CH:6][CH:7]=1.[NH2:24][C:25]1C=C(C=CC=1)C#N.Cl[C:34]1N=C(Cl)C(F)=C[N:35]=1. No catalyst specified. The product is [C:25]([C:2]1[CH:3]=[C:4]([NH:8][C:9]2[N:14]=[C:13]([NH:15][C:16]3[CH:21]=[CH:20][CH:19]=[C:18]([C:34]#[N:35])[CH:17]=3)[C:12]([F:23])=[CH:11][N:10]=2)[CH:5]=[CH:6][CH:7]=1)#[N:24]. The yield is 0.760.